From a dataset of Forward reaction prediction with 1.9M reactions from USPTO patents (1976-2016). Predict the product of the given reaction. Given the reactants [CH2:1]([C:3]([C:12]1[CH:17]=[CH:16][C:15]([CH2:18][CH2:19][C:20](=[O:25])[C:21]([CH3:24])([CH3:23])[CH3:22])=[C:14]([CH3:26])[CH:13]=1)([C:6]1[S:7][CH:8]=[C:9]([CH3:11])[CH:10]=1)[CH2:4][CH3:5])[CH3:2].[BH4-].[Na+], predict the reaction product. The product is: [CH2:1]([C:3]([C:12]1[CH:17]=[CH:16][C:15]([CH2:18][CH2:19][CH:20]([OH:25])[C:21]([CH3:24])([CH3:23])[CH3:22])=[C:14]([CH3:26])[CH:13]=1)([C:6]1[S:7][CH:8]=[C:9]([CH3:11])[CH:10]=1)[CH2:4][CH3:5])[CH3:2].